This data is from Forward reaction prediction with 1.9M reactions from USPTO patents (1976-2016). The task is: Predict the product of the given reaction. (1) Given the reactants [CH:1]1([NH:4][CH2:5][C:6]2[CH:15]=[CH:14][C:9]([C:10]([O:12][CH3:13])=[O:11])=[CH:8][C:7]=2[C:16]([F:19])([F:18])[F:17])[CH2:3][CH2:2]1.[C:20](O[C:20]([O:22][C:23]([CH3:26])([CH3:25])[CH3:24])=[O:21])([O:22][C:23]([CH3:26])([CH3:25])[CH3:24])=[O:21].C([O-])([O-])=O.[K+].[K+].O, predict the reaction product. The product is: [C:23]([O:22][C:20]([N:4]([CH2:5][C:6]1[CH:15]=[CH:14][C:9]([C:10]([O:12][CH3:13])=[O:11])=[CH:8][C:7]=1[C:16]([F:17])([F:18])[F:19])[CH:1]1[CH2:2][CH2:3]1)=[O:21])([CH3:26])([CH3:25])[CH3:24]. (2) The product is: [NH2:1][C:2]1[N:7]=[C:6]([O:29][CH2:28][C:20]2[N:19]=[CH:18][C:27]3[C:22]([CH:21]=2)=[CH:23][CH:24]=[CH:25][CH:26]=3)[C:5]([C:11]#[N:12])=[C:4]([N:13]2[CH:17]=[CH:16][CH:15]=[N:14]2)[N:3]=1. Given the reactants [NH2:1][C:2]1[N:7]=[C:6](S(C)=O)[C:5]([C:11]#[N:12])=[C:4]([N:13]2[CH:17]=[CH:16][CH:15]=[N:14]2)[N:3]=1.[CH:18]1[C:27]2[C:22](=[CH:23][CH:24]=[CH:25][CH:26]=2)[CH:21]=[C:20]([CH2:28][OH:29])[N:19]=1.C1CCN2C(=NCCC2)CC1, predict the reaction product. (3) The product is: [C:1]([O:5][C:6](=[O:16])[NH:7][C:8]1[CH:13]=[CH:12][C:11]([Cl:14])=[CH:10][C:9]=1[NH:15][C:22](=[O:21])[CH2:23][C:24]([C:26]1[CH:31]=[CH:30][CH:29]=[C:28]([C:32]2[CH:33]=[C:34]([CH3:39])[N:35]=[C:36]([CH3:38])[CH:37]=2)[CH:27]=1)=[O:25])([CH3:4])([CH3:2])[CH3:3]. Given the reactants [C:1]([O:5][C:6](=[O:16])[NH:7][C:8]1[CH:13]=[CH:12][C:11]([Cl:14])=[CH:10][C:9]=1[NH2:15])([CH3:4])([CH3:3])[CH3:2].C([O:21][C:22](=O)[CH2:23][C:24]([C:26]1[CH:31]=[CH:30][CH:29]=[C:28]([C:32]2[CH:37]=[C:36]([CH3:38])[N:35]=[C:34]([CH3:39])[CH:33]=2)[CH:27]=1)=[O:25])(C)(C)C, predict the reaction product. (4) Given the reactants C[N:2]([CH3:21])[CH:3]=[CH:4][C:5]([C:7]1[CH:8]=[C:9]([N:13]([CH2:19][CH3:20])[C:14]([CH:16]2[CH2:18][CH2:17]2)=[O:15])[CH:10]=[CH:11][CH:12]=1)=O.N[C:23]1[C:27]([C:28]([C:30]2[CH:35]=[CH:34][CH:33]=[CH:32][CH:31]=2)=[O:29])=C[NH:25][N:24]=1, predict the reaction product. The product is: [C:28]([C:27]1[CH:23]=[N:24][N:25]2[C:5]([C:7]3[CH:8]=[C:9]([N:13]([CH2:19][CH3:20])[C:14]([CH:16]4[CH2:17][CH2:18]4)=[O:15])[CH:10]=[CH:11][CH:12]=3)=[CH:4][CH:3]=[N:2][C:21]=12)(=[O:29])[C:30]1[CH:35]=[CH:34][CH:33]=[CH:32][CH:31]=1. (5) Given the reactants [Cl:1][C:2]1[C:7]([C:8]2[CH:13]=[CH:12][C:11]([S:14]([CH2:17][CH3:18])(=[O:16])=[O:15])=[CH:10][C:9]=2[O:19][CH3:20])=[CH:6][C:5]([OH:21])=[CH:4][CH:3]=1.N1C(C)=CC=CC=1C.[F:30][C:31]([F:44])([F:43])[S:32](O[S:32]([C:31]([F:44])([F:43])[F:30])(=[O:34])=[O:33])(=[O:34])=[O:33], predict the reaction product. The product is: [F:30][C:31]([F:44])([F:43])[S:32]([O:21][C:5]1[CH:6]=[C:7]([C:8]2[CH:13]=[CH:12][C:11]([S:14]([CH2:17][CH3:18])(=[O:16])=[O:15])=[CH:10][C:9]=2[O:19][CH3:20])[C:2]([Cl:1])=[CH:3][CH:4]=1)(=[O:34])=[O:33]. (6) Given the reactants [OH:1][CH2:2][CH2:3][N:4]1[C:8](=[O:9])[C:7]2=[CH:10][CH:11]=[CH:12][CH:13]=[C:6]2[C:5]1=[O:14].C(N(CC)CC)C.S(=O)(=O)=O.N1C=CC=CC=1.C(O)(=O)CC(CC(O)=O)(C(O)=O)O, predict the reaction product. The product is: [O:14]=[C:5]1[C:6]2[C:7](=[CH:10][CH:11]=[CH:12][CH:13]=2)[C:8](=[O:9])[N:4]1[CH2:3][CH:2]=[O:1]. (7) Given the reactants [F:1][C:2]1[CH:10]=[C:9]2[C:5]([C:6]([CH:11]3[CH2:16][CH2:15][NH:14][CH2:13][CH2:12]3)=[CH:7][NH:8]2)=[CH:4][CH:3]=1.[CH3:17][O:18][C:19](=[O:30])[C:20]1[CH:25]=[C:24]([CH2:26]Br)[CH:23]=[CH:22][C:21]=1[O:28][CH3:29].[C:31](=O)([O-])[O-].[K+].[K+], predict the reaction product. The product is: [CH2:17]([O:18][C:19](=[O:30])[C:20]1[CH:25]=[C:24]([CH2:26][N:14]2[CH2:15][CH2:16][CH:11]([C:6]3[C:5]4[C:9](=[CH:10][C:2]([F:1])=[CH:3][CH:4]=4)[NH:8][CH:7]=3)[CH2:12][CH2:13]2)[CH:23]=[CH:22][C:21]=1[O:28][CH3:29])[CH3:31].